Dataset: Catalyst prediction with 721,799 reactions and 888 catalyst types from USPTO. Task: Predict which catalyst facilitates the given reaction. (1) Reactant: [F:1][C:2]([F:13])([F:12])[C:3]1[CH:4]=[CH:5][C:6]2[S:10][CH:9]=[N:8][C:7]=2[CH:11]=1.C([Li])CCC.[CH3:19][C:20]([CH3:24])([CH3:23])[CH:21]=[O:22].O. Product: [CH3:19][C:20]([CH3:24])([CH3:23])[CH:21]([C:9]1[S:10][C:6]2[CH:5]=[CH:4][C:3]([C:2]([F:1])([F:12])[F:13])=[CH:11][C:7]=2[N:8]=1)[OH:22]. The catalyst class is: 188. (2) Reactant: [Li]CCCC.Br[C:7]1[CH:15]=[CH:14][C:10]2[CH2:11][CH2:12][O:13][C:9]=2[CH:8]=1.[CH3:16][S:17]SC.O. Product: [CH3:16][S:17][C:7]1[CH:15]=[CH:14][C:10]2[CH2:11][CH2:12][O:13][C:9]=2[CH:8]=1. The catalyst class is: 1. (3) Product: [CH:11]([C:7]1[CH:8]=[CH:9][CH:10]=[C:4]([CH:1]([CH3:3])[CH3:2])[C:5]=1[NH:6][C:31](=[O:32])[CH2:30][N:22]1[CH2:23][C:24]2([CH2:25][CH2:26][CH2:27][CH2:28][CH2:29]2)[N:20]([C:14]2[CH:15]=[CH:16][CH:17]=[CH:18][CH:19]=2)[CH2:21]1)([CH3:13])[CH3:12]. Reactant: [CH:1]([C:4]1[CH:10]=[CH:9][CH:8]=[C:7]([CH:11]([CH3:13])[CH3:12])[C:5]=1[NH2:6])([CH3:3])[CH3:2].[C:14]1([N:20]2[C:24]3([CH2:29][CH2:28][CH2:27][CH2:26][CH2:25]3)[CH2:23][N:22]([CH2:30][C:31](O)=[O:32])[CH2:21]2)[CH:19]=[CH:18][CH:17]=[CH:16][CH:15]=1.CN(C)CCCN=C=NCC.O. The catalyst class is: 4. (4) Reactant: [Cl:1][C:2]1[CH:3]=[C:4]([CH:9]=[C:10](Cl)[N:11]=1)[C:5]([O:7][CH3:8])=[O:6].[CH3:13][S-:14].[Na+]. Product: [Cl:1][C:2]1[CH:3]=[C:4]([CH:9]=[C:10]([S:14][CH3:13])[N:11]=1)[C:5]([O:7][CH3:8])=[O:6]. The catalyst class is: 31.